From a dataset of Forward reaction prediction with 1.9M reactions from USPTO patents (1976-2016). Predict the product of the given reaction. Given the reactants [F:1][C:2]1[CH:10]=[C:9](B2OC(C)(C)C(C)(C)O2)[CH:8]=[CH:7][C:3]=1[C:4]([NH2:6])=[O:5].Br[C:21]1[N:26]2[CH:27]=[CH:28][N:29]=[C:25]2[C:24]([NH:30][C:31]2[CH:36]=[CH:35][C:34]([N:37]3[CH2:42][CH2:41][N:40]([CH3:43])[CH2:39][CH2:38]3)=[CH:33][CH:32]=2)=[N:23][CH:22]=1, predict the reaction product. The product is: [F:1][C:2]1[CH:10]=[C:9]([C:21]2[N:26]3[CH:27]=[CH:28][N:29]=[C:25]3[C:24]([NH:30][C:31]3[CH:32]=[CH:33][C:34]([N:37]4[CH2:38][CH2:39][N:40]([CH3:43])[CH2:41][CH2:42]4)=[CH:35][CH:36]=3)=[N:23][CH:22]=2)[CH:8]=[CH:7][C:3]=1[C:4]([NH2:6])=[O:5].